From a dataset of Catalyst prediction with 721,799 reactions and 888 catalyst types from USPTO. Predict which catalyst facilitates the given reaction. (1) Reactant: C[O:2][C:3](=[O:22])[C:4]1[CH:9]=[CH:8][C:7]([CH:10]=[CH:11][C:12]2[C:20]3[C:15](=[CH:16][CH:17]=[CH:18][CH:19]=3)[NH:14][N:13]=2)=[C:6]([NH2:21])[CH:5]=1.C(N(CC)CC)C.[C:30](Cl)(=[O:37])[C:31]1[CH:36]=[CH:35][CH:34]=[CH:33][CH:32]=1.[OH-].[Na+].Cl. Product: [NH:14]1[C:15]2[C:20](=[CH:19][CH:18]=[CH:17][CH:16]=2)[C:12](/[CH:11]=[CH:10]/[C:7]2[CH:8]=[CH:9][C:4]([C:3]([OH:2])=[O:22])=[CH:5][C:6]=2[NH:21][C:30](=[O:37])[C:31]2[CH:36]=[CH:35][CH:34]=[CH:33][CH:32]=2)=[N:13]1. The catalyst class is: 36. (2) Reactant: [C:1]1([C:7]2[C:11]([C:12]3[N:13]=[CH:14][N:15]([C:17]4[CH:22]=[CH:21][C:20](C(=O)C)=[CH:19][CH:18]=4)[CH:16]=3)=[C:10]([CH2:26][O:27]C)[O:9][N:8]=2)[CH:6]=[CH:5][CH:4]=[CH:3][CH:2]=1.B(Br)(Br)Br. Product: [C:1]1([C:7]2[C:11]([C:12]3[N:13]=[CH:14][N:15]([C:17]4[CH:18]=[CH:19][CH:20]=[CH:21][CH:22]=4)[CH:16]=3)=[C:10]([CH2:26][OH:27])[O:9][N:8]=2)[CH:2]=[CH:3][CH:4]=[CH:5][CH:6]=1. The catalyst class is: 4. (3) Product: [Cl-:23].[OH:24][CH2:25][CH2:26][N+:27]1[C:36]2[C:31](=[CH:32][CH:33]=[CH:34][CH:35]=2)[C:30](/[CH:37]=[CH:21]/[C:17]2[CH:18]=[CH:19][C:20]3[N:8]([CH2:7][CH2:6][O:5][CH2:4][CH2:3][O:2][CH3:1])[C:9]4[C:14]([C:15]=3[CH:16]=2)=[CH:13][CH:12]=[CH:11][CH:10]=4)=[CH:29][CH:28]=1. The catalyst class is: 8. Reactant: [CH3:1][O:2][CH2:3][CH2:4][O:5][CH2:6][CH2:7][N:8]1[C:20]2[CH:19]=[CH:18][C:17]([CH:21]=O)=[CH:16][C:15]=2[C:14]2[C:9]1=[CH:10][CH:11]=[CH:12][CH:13]=2.[Cl-:23].[OH:24][CH2:25][CH2:26][N+:27]1[C:36]2[C:31](=[CH:32][CH:33]=[CH:34][CH:35]=2)[C:30]([CH3:37])=[CH:29][CH:28]=1.N1CCCCC1.